Predict the product of the given reaction. From a dataset of Forward reaction prediction with 1.9M reactions from USPTO patents (1976-2016). (1) The product is: [CH3:10][S:11]([O:14][CH2:15][C@H:16]1[CH2:20][O:19][C:18]([CH3:22])([CH3:21])[O:17]1)(=[O:12])=[O:13].[CH2:23]([NH:30][CH2:7][C@H:5]1[CH2:4][O:3][C:2]([CH3:1])([CH3:9])[O:6]1)[C:24]1[CH:29]=[CH:28][CH:27]=[CH:26][CH:25]=1. Given the reactants [CH3:1][C:2]1([CH3:9])[O:6][C@@H:5]([CH2:7]O)[CH2:4][O:3]1.[CH3:10][S:11]([O:14][CH2:15][C@H:16]1[CH2:20][O:19][C:18]([CH3:22])([CH3:21])[O:17]1)(=[O:13])=[O:12].[CH2:23]([NH2:30])[C:24]1[CH:29]=[CH:28][CH:27]=[CH:26][CH:25]=1, predict the reaction product. (2) Given the reactants [NH:1]1[CH2:6][CH2:5][C:4]2([C:14]3[CH:15]=[CH:16][CH:17]=[CH:18][C:13]=3[C@@H:12]3[C@@H:8]([CH2:9][C:10](=[O:19])[NH:11]3)[CH2:7]2)[CH2:3][CH2:2]1.C(N(CC)CC)C.[C:27](=O)([O:33]C(C)(C)C)[O:28][C:29]([CH3:32])([CH3:31])[CH3:30], predict the reaction product. The product is: [O:19]=[C:10]1[CH2:9][C@@H:8]2[C@@H:12]([C:13]3[CH:18]=[CH:17][CH:16]=[CH:15][C:14]=3[C:4]3([CH2:7]2)[CH2:3][CH2:2][N:1]([C:27]([O:28][C:29]([CH3:32])([CH3:31])[CH3:30])=[O:33])[CH2:6][CH2:5]3)[NH:11]1.